Dataset: Reaction yield outcomes from USPTO patents with 853,638 reactions. Task: Predict the reaction yield, written as a fraction of the theoretical maximum amount of product (1.0 means a 100% yield; for example, 0.34 means a 34% yield). (1) The reactants are C([Mg]Cl)(C)C.Br[C:7]1[C:8]([CH3:16])=[N:9][C:10]([CH3:15])=[C:11]([Br:14])[C:12]=1[Cl:13].Cl[C:18](=[O:25])[C:19]([O:21][CH:22]([CH3:24])[CH3:23])=[O:20]. The catalyst is C1COCC1. The product is [Br:14][C:11]1[C:12]([Cl:13])=[C:7]([C:18](=[O:25])[C:19]([O:21][CH:22]([CH3:24])[CH3:23])=[O:20])[C:8]([CH3:16])=[N:9][C:10]=1[CH3:15]. The yield is 0.760. (2) The reactants are [F:1][C:2]([F:45])([F:44])[C:3]1[CH:4]=[C:5]([C:13]([CH3:43])([CH3:42])[C:14]([N:16]([CH3:41])[C:17]2[C:18]([C:33]3[CH:38]=[CH:37][C:36]([F:39])=[CH:35][C:34]=3[CH3:40])=[CH:19][C:20]([N:23]3[CH2:28][CH2:27][CH:26]([S:29](O)(=[O:31])=[O:30])[CH2:25][CH2:24]3)=[N:21][CH:22]=2)=[O:15])[CH:6]=[C:7]([C:9]([F:12])([F:11])[F:10])[CH:8]=1.C(Cl)(=O)C(Cl)=O.[CH3:52][NH:53][CH3:54]. The yield is 0.690. The catalyst is ClCCl.CN(C=O)C.O. The product is [F:12][C:9]([F:10])([F:11])[C:7]1[CH:6]=[C:5]([C:13]([CH3:43])([CH3:42])[C:14]([N:16]([C:17]2[C:18]([C:33]3[CH:38]=[CH:37][C:36]([F:39])=[CH:35][C:34]=3[CH3:40])=[CH:19][C:20]([N:23]3[CH2:28][CH2:27][CH:26]([S:29](=[O:31])(=[O:30])[N:53]([CH3:54])[CH3:52])[CH2:25][CH2:24]3)=[N:21][CH:22]=2)[CH3:41])=[O:15])[CH:4]=[C:3]([C:2]([F:45])([F:1])[F:44])[CH:8]=1. (3) The reactants are [CH3:1][O:2][C:3]1[CH:8]=[CH:7][CH:6]=[CH:5][C:4]=1[C:9]1[C:17]2[C:12](=[N:13][CH:14]=[C:15]([CH:18]3OC(C)(C)C(C)(C)O3)[CH:16]=2)[N:11]([S:27]([C:30]2[CH:35]=[CH:34][C:33]([CH3:36])=[CH:32][CH:31]=2)(=[O:29])=[O:28])[CH:10]=1.[NH2:37][C:38]1[CH:48]=[CH:47]C(Br)=[CH:45][C:39]=1[C:40]([N:42]([CH3:44])[CH3:43])=[O:41]. The catalyst is C1COCC1.C(#N)C.C1C=CC([PH+]([C]2[CH][CH][CH][CH]2)C2C=CC=CC=2)=CC=1.C1C=CC([PH+]([C]2[CH][CH][CH][CH]2)C2C=CC=CC=2)=CC=1.C(Cl)Cl.Cl[Pd]Cl.[Fe]. The product is [NH2:37][C:38]1[CH:48]=[CH:47][C:18]([C:15]2[CH:16]=[C:17]3[C:9]([C:4]4[CH:5]=[CH:6][CH:7]=[CH:8][C:3]=4[O:2][CH3:1])=[CH:10][N:11]([S:27]([C:30]4[CH:35]=[CH:34][C:33]([CH3:36])=[CH:32][CH:31]=4)(=[O:28])=[O:29])[C:12]3=[N:13][CH:14]=2)=[CH:45][C:39]=1[C:40]([N:42]([CH3:43])[CH3:44])=[O:41]. The yield is 0.710.